Dataset: Full USPTO retrosynthesis dataset with 1.9M reactions from patents (1976-2016). Task: Predict the reactants needed to synthesize the given product. Given the product [CH3:1][C:2]1[N:7]=[C:6]([C:8]2[CH:13]=[CH:12][CH:11]=[CH:10][CH:9]=2)[N:5]([CH2:14][CH2:15][C:16]2[CH:21]=[CH:20][CH:19]=[CH:18][CH:17]=2)[C:4](=[O:22])[C:3]=1[C:30]1[CH:29]=[CH:4][CH:3]=[CH:2][CH:1]=1, predict the reactants needed to synthesize it. The reactants are: [CH3:1][C:2]1[N:7]=[C:6]([C:8]2[CH:13]=[CH:12][CH:11]=[CH:10][CH:9]=2)[N:5]([CH2:14][CH2:15][C:16]2[CH:21]=[CH:20][CH:19]=[CH:18][CH:17]=2)[C:4](=[O:22])[CH:3]=1.BrBr.C(O[CH2:29][CH3:30])(=O)C.